Predict the product of the given reaction. From a dataset of Forward reaction prediction with 1.9M reactions from USPTO patents (1976-2016). Given the reactants [OH:1][CH2:2][CH2:3][C:4]1[CH:9]=[CH:8][C:7]([O:10][CH3:11])=[CH:6][C:5]=1[NH:12][C:13]1[C:14]([NH:23][S:24]([C:27]2[N:28]=[CH:29][N:30]([CH3:32])[CH:31]=2)(=[O:26])=[O:25])=[N:15][C:16]2[C:21]([N:22]=1)=[CH:20][CH:19]=[CH:18][CH:17]=2.Cl.CN(C)CCCN=C=NCC.[C:45]([NH:62][C@H:63]([C:67](O)=[O:68])[CH:64]([CH3:66])[CH3:65])([O:47][CH2:48][CH:49]1[C:61]2[C:56](=[CH:57][CH:58]=[CH:59][CH:60]=2)[C:55]2[C:50]1=[CH:51][CH:52]=[CH:53][CH:54]=2)=[O:46].O, predict the reaction product. The product is: [CH:51]1[C:50]2[CH:49]([CH2:48][O:47][C:45]([NH:62][C@H:63]([C:67]([O:1][CH2:2][CH2:3][C:4]3[CH:9]=[CH:8][C:7]([O:10][CH3:11])=[CH:6][C:5]=3[NH:12][C:13]3[C:14]([NH:23][S:24]([C:27]4[N:28]=[CH:29][N:30]([CH3:32])[CH:31]=4)(=[O:26])=[O:25])=[N:15][C:16]4[C:21](=[CH:20][CH:19]=[CH:18][CH:17]=4)[N:22]=3)=[O:68])[CH:64]([CH3:65])[CH3:66])=[O:46])[C:61]3[C:56](=[CH:57][CH:58]=[CH:59][CH:60]=3)[C:55]=2[CH:54]=[CH:53][CH:52]=1.